This data is from Catalyst prediction with 721,799 reactions and 888 catalyst types from USPTO. The task is: Predict which catalyst facilitates the given reaction. Reactant: [Br:1][C:2]1[C:3](Cl)=[N:4][C:5]([Cl:8])=[N:6][CH:7]=1.C([O-])([O-])=O.[K+].[K+].[CH3:16][C:17]1[NH:21][N:20]=[C:19]([C:22]([F:25])([F:24])[F:23])[CH:18]=1. Product: [Br:1][C:2]1[C:3]([N:21]2[C:17]([CH3:16])=[CH:18][C:19]([C:22]([F:25])([F:24])[F:23])=[N:20]2)=[N:4][C:5]([Cl:8])=[N:6][CH:7]=1. The catalyst class is: 10.